Dataset: Reaction yield outcomes from USPTO patents with 853,638 reactions. Task: Predict the reaction yield, written as a fraction of the theoretical maximum amount of product (1.0 means a 100% yield; for example, 0.34 means a 34% yield). (1) The reactants are [Cl-].O[NH3+:3].[C:4](=[O:7])([O-])[OH:5].[Na+].CS(C)=O.[CH2:13]([C:17]1[N:18]=[C:19]([CH3:51])[N:20]([CH2:39][C:40]2[N:41]=[C:42]([C:45]3[CH:50]=[CH:49][CH:48]=[CH:47][CH:46]=3)[S:43][CH:44]=2)[C:21](=[O:38])[C:22]=1[CH2:23][C:24]1[CH:29]=[CH:28][C:27]([C:30]2[C:31]([C:36]#[N:37])=[CH:32][CH:33]=[CH:34][CH:35]=2)=[CH:26][CH:25]=1)[CH2:14][CH2:15][CH3:16]. The catalyst is C(OCC)(=O)C. The product is [CH2:13]([C:17]1[N:18]=[C:19]([CH3:51])[N:20]([CH2:39][C:40]2[N:41]=[C:42]([C:45]3[CH:50]=[CH:49][CH:48]=[CH:47][CH:46]=3)[S:43][CH:44]=2)[C:21](=[O:38])[C:22]=1[CH2:23][C:24]1[CH:25]=[CH:26][C:27]([C:30]2[CH:35]=[CH:34][CH:33]=[CH:32][C:31]=2[C:36]2[NH:3][C:4](=[O:7])[O:5][N:37]=2)=[CH:28][CH:29]=1)[CH2:14][CH2:15][CH3:16]. The yield is 0.600. (2) The reactants are [Br:1][C:2]1[CH:7]=[C:6]([OH:8])[C:5]([OH:9])=[C:4]([F:10])[CH:3]=1.[C:11](Cl)(Cl)=[S:12].[OH-].[Na+]. The catalyst is C(Cl)(Cl)Cl.C(OCC)(=O)C. The product is [Br:1][C:2]1[CH:3]=[C:4]([F:10])[C:5]2[O:9][C:11](=[S:12])[O:8][C:6]=2[CH:7]=1. The yield is 0.620. (3) The reactants are [Cl:1][C:2]1[CH:7]=[CH:6][C:5]([O:8][C:9]2[CH:14]=[CH:13][C:12]([CH2:15][CH2:16]I)=[CH:11][CH:10]=2)=[CH:4][C:3]=1[C:18]([F:21])([F:20])[F:19].C([O-])([O-])=O.[K+].[K+].[N:28]1[CH:33]=[C:32]([CH2:34][C:35]2[C:36](=[O:42])[NH:37][C:38](=[S:41])[NH:39][CH:40]=2)[CH:31]=[N:30][CH:29]=1. The catalyst is CN(C=O)C. The product is [Cl:1][C:2]1[CH:7]=[CH:6][C:5]([O:8][C:9]2[CH:14]=[CH:13][C:12]([CH2:15][CH2:16][S:41][C:38]3[NH:39][CH:40]=[C:35]([CH2:34][C:32]4[CH:31]=[N:30][CH:29]=[N:28][CH:33]=4)[C:36](=[O:42])[N:37]=3)=[CH:11][CH:10]=2)=[CH:4][C:3]=1[C:18]([F:21])([F:20])[F:19]. The yield is 0.247. (4) The reactants are [C:1]1([CH2:7][CH2:8][C:9]2[NH:10][C:11]3[CH:17]=[CH:16][CH:15]=[CH:14][C:12]=3[N:13]=2)[CH:6]=[CH:5][CH:4]=[CH:3][CH:2]=1.C([O-])([O-])=O.[K+].[K+].Br[CH2:25][CH:26]([CH3:28])[CH3:27]. The catalyst is CN(C=O)C. The product is [CH2:25]([N:13]1[C:12]2[CH:14]=[CH:15][CH:16]=[CH:17][C:11]=2[N:10]=[C:9]1[CH2:8][CH2:7][C:1]1[CH:2]=[CH:3][CH:4]=[CH:5][CH:6]=1)[CH:26]([CH3:28])[CH3:27]. The yield is 0.640. (5) The reactants are C(Cl)(=O)C(Cl)=O.[NH:7]1[C:15]2[C:10](=[CH:11][C:12]([C:16]([OH:18])=O)=[CH:13][CH:14]=2)[CH:9]=[N:8]1.[C:19]1([C:25]2([NH2:31])[CH2:30][CH2:29][CH2:28][CH2:27][CH2:26]2)[CH:24]=[CH:23][CH:22]=[CH:21][CH:20]=1.C(=O)(O)[O-].[Na+]. The catalyst is ClCCl.O1CCCC1.CN(C)C=O. The product is [C:19]1([C:25]2([NH:31][C:16]([C:12]3[CH:11]=[C:10]4[C:15](=[CH:14][CH:13]=3)[NH:7][N:8]=[CH:9]4)=[O:18])[CH2:30][CH2:29][CH2:28][CH2:27][CH2:26]2)[CH:24]=[CH:23][CH:22]=[CH:21][CH:20]=1. The yield is 0.780. (6) The reactants are [OH:1][C:2]1([CH:16]2[CH2:21][CH2:20][CH2:19][CH2:18][C:17]2=O)[CH2:5][N:4]([C:6]([O:8][CH2:9][C:10]2[CH:15]=[CH:14][CH:13]=[CH:12][CH:11]=2)=[O:7])[CH2:3]1.C([O-])(=O)C.[NH4+].C([BH3-])#[N:29].[Na+].Cl. The catalyst is CO. The product is [CH2:9]([O:8][C:6]([N:4]1[CH2:5][C:2]([CH:16]2[CH2:21][CH2:20][CH2:19][CH2:18][CH:17]2[NH2:29])([OH:1])[CH2:3]1)=[O:7])[C:10]1[CH:15]=[CH:14][CH:13]=[CH:12][CH:11]=1. The yield is 0.730.